From a dataset of Forward reaction prediction with 1.9M reactions from USPTO patents (1976-2016). Predict the product of the given reaction. (1) Given the reactants [H-].[Na+].[CH2:3]([O:5][C:6]1[CH:11]=[C:10]([CH:12]=[O:13])[CH:9]=[C:8]([OH:14])[C:7]=1[C:15]1[CH:20]=[CH:19][C:18]([F:21])=[CH:17][CH:16]=1)[CH3:4].CN(C=O)C.C1C=CC(N([S:34]([C:37]([F:40])([F:39])[F:38])(=[O:36])=[O:35])[S:34]([C:37]([F:40])([F:39])[F:38])(=[O:36])=[O:35])=CC=1, predict the reaction product. The product is: [F:38][C:37]([F:40])([F:39])[S:34]([O:14][C:8]1[CH:9]=[C:10]([CH:12]=[O:13])[CH:11]=[C:6]([O:5][CH2:3][CH3:4])[C:7]=1[C:15]1[CH:16]=[CH:17][C:18]([F:21])=[CH:19][CH:20]=1)(=[O:36])=[O:35]. (2) Given the reactants Br[C:2]1[CH:11]=[C:10]2[C:5]([CH2:6][CH2:7][N:8]([C:12]3[CH:17]=[C:16]([N:18]4[CH2:23][CH2:22][N:21]([CH3:24])[CH2:20][CH2:19]4)[N:15]=[C:14]([NH2:25])[N:13]=3)[CH2:9]2)=[CH:4][CH:3]=1.CC1(C)C2C=CC=C(P(C3C=CC=CC=3)C3C=CC=CC=3)C=2OC2C1=CC=CC=2P(C1C=CC=CC=1)C1C=CC=CC=1.C(=O)([O-])[O-].[Cs+].[Cs+].[NH2:74][C:75]([O:77][CH2:78][CH3:79])=[O:76], predict the reaction product. The product is: [NH2:25][C:14]1[N:13]=[C:12]([N:8]2[CH2:7][CH2:6][C:5]3[C:10](=[CH:11][C:2]([NH:74][C:75](=[O:76])[O:77][CH2:78][CH3:79])=[CH:3][CH:4]=3)[CH2:9]2)[CH:17]=[C:16]([N:18]2[CH2:23][CH2:22][N:21]([CH3:24])[CH2:20][CH2:19]2)[N:15]=1. (3) Given the reactants [CH2:1]([O:3][C:4](=[O:11])[C:5]([OH:10])([CH3:9])[C:6]([OH:8])=O)[CH3:2].O1CCCC1.[F:17][C:18]([F:25])([C:21]([F:24])([F:23])[F:22])[CH2:19][NH2:20].Cl.CN(C)CCCN=C=NCC.C(N(CC)C(C)C)(C)C, predict the reaction product. The product is: [CH2:1]([O:3][C:4](=[O:11])[C:5]([OH:10])([CH3:9])[C:6]([NH:20][CH2:19][C:18]([F:25])([F:17])[C:21]([F:24])([F:23])[F:22])=[O:8])[CH3:2]. (4) Given the reactants [C:1]1([C:7]2[C:8]([O:16][CH2:17][C:18]([F:21])([F:20])[F:19])=[N:9][CH:10]=[C:11]([CH:15]=2)[C:12]([OH:14])=O)[CH2:6][CH2:5][CH2:4][CH2:3][CH:2]=1.[F:22][C:23]([F:32])([F:31])[C:24]1[N:28]=[C:27]([CH2:29][NH2:30])[O:26][N:25]=1, predict the reaction product. The product is: [C:1]1([C:7]2[C:8]([O:16][CH2:17][C:18]([F:21])([F:20])[F:19])=[N:9][CH:10]=[C:11]([CH:15]=2)[C:12]([NH:30][CH2:29][C:27]2[O:26][N:25]=[C:24]([C:23]([F:32])([F:31])[F:22])[N:28]=2)=[O:14])[CH2:6][CH2:5][CH2:4][CH2:3][CH:2]=1. (5) Given the reactants [NH2:1][C@@H:2]([CH2:30][C:31]1[CH:36]=[C:35]([F:37])[CH:34]=[C:33]([F:38])[CH:32]=1)[C@@H:3]([C@H:5]1[CH2:9][C@H:8]([O:10][C:11]2[CH:16]=[CH:15][CH:14]=[CH:13][CH:12]=2)[CH2:7][N:6]1C(C1C=CC=CC=1)C1C=CC=CC=1)[OH:4].[C:39]([NH:42][C@:43]1([C@@H:92]([CH2:94][CH3:95])[CH3:93])[CH2:47][CH2:46][N:45]([C@@H:48]([CH2:83][CH2:84][C:85]2[CH:90]=[CH:89][CH:88]=[CH:87][CH:86]=2)[C:49](N[C@@H](CC2C=C(F)C=C(F)C=2)[C@@H]([C@H]2CCCCN2C(C2C=CC=CC=2)C2C=CC=CC=2)O)=[O:50])[C:44]1=[O:91])(=[O:41])[CH3:40].[Li+].[OH-].CO.C(Cl)(Cl)Cl, predict the reaction product. The product is: [C:39]([NH:42][C@:43]1([C@@H:92]([CH2:94][CH3:95])[CH3:93])[CH2:47][CH2:46][N:45]([C@@H:48]([CH2:83][CH2:84][C:85]2[CH:86]=[CH:87][CH:88]=[CH:89][CH:90]=2)[C:49]([NH:1][C@@H:2]([CH2:30][C:31]2[CH:36]=[C:35]([F:37])[CH:34]=[C:33]([F:38])[CH:32]=2)[C@H:3]([OH:4])[C@H:5]2[CH2:9][C@H:8]([O:10][C:11]3[CH:12]=[CH:13][CH:14]=[CH:15][CH:16]=3)[CH2:7][NH:6]2)=[O:50])[C:44]1=[O:91])(=[O:41])[CH3:40]. (6) Given the reactants [CH3:1][C:2]1([CH3:19])[N:11]2[C:12]3[CH:18]=[CH:17][CH:16]=[CH:15][C:13]=3[N:14]=[C:10]2[C:9]2[C:4](=[CH:5][CH:6]=[CH:7][CH:8]=2)[NH:3]1.[CH3:20]C(C)([O-])C.[Na+].CI, predict the reaction product. The product is: [CH3:20][N:3]1[C:4]2[C:9](=[CH:8][CH:7]=[CH:6][CH:5]=2)[C:10]2=[N:14][C:13]3[CH:15]=[CH:16][CH:17]=[CH:18][C:12]=3[N:11]2[C:2]1([CH3:19])[CH3:1]. (7) Given the reactants [CH:1]1([NH:7][C:8](=[O:20])[C:9]([S:12][C:13]2[CH:18]=[CH:17][C:16]([OH:19])=[CH:15][CH:14]=2)([CH3:11])[CH3:10])[CH2:6][CH2:5][CH2:4][CH2:3][CH2:2]1.C(=O)([O-])[O-].[K+].[K+].Br[CH2:28][C:29]#[N:30].O, predict the reaction product. The product is: [C:29]([CH2:28][O:19][C:16]1[CH:15]=[CH:14][C:13]([S:12][C:9]([CH3:11])([CH3:10])[C:8]([NH:7][CH:1]2[CH2:2][CH2:3][CH2:4][CH2:5][CH2:6]2)=[O:20])=[CH:18][CH:17]=1)#[N:30]. (8) Given the reactants C(OC(N1CCN(S(C2C=CC=C(Br)C=2)(=O)=O)CC1)=O)(C)(C)C.C(OC([N:31]1[CH2:36][CH2:35][N:34]([S:37]([C:40]2[CH:45]=[CH:44][CH:43]=[C:42]([N:46]3[C:50]4[N:51]=[C:52]([N:80]5[CH2:85][CH2:84][O:83][CH2:82][CH2:81]5)[N:53]=[C:54]([C:55]5[CH:56]=[N:57][C:58]([N:61](CC6C=CC(OC)=CC=6)CC6C=CC(OC)=CC=6)=[N:59][CH:60]=5)[C:49]=4[CH2:48][CH2:47]3)[CH:41]=2)(=[O:39])=[O:38])[CH2:33][CH2:32]1)=O)(C)(C)C, predict the reaction product. The product is: [N:80]1([C:52]2[N:53]=[C:54]([C:55]3[CH:60]=[N:59][C:58]([NH2:61])=[N:57][CH:56]=3)[C:49]3[CH2:48][CH2:47][N:46]([C:42]4[CH:43]=[CH:44][CH:45]=[C:40]([S:37]([N:34]5[CH2:35][CH2:36][NH:31][CH2:32][CH2:33]5)(=[O:39])=[O:38])[CH:41]=4)[C:50]=3[N:51]=2)[CH2:85][CH2:84][O:83][CH2:82][CH2:81]1.